Dataset: Reaction yield outcomes from USPTO patents with 853,638 reactions. Task: Predict the reaction yield, written as a fraction of the theoretical maximum amount of product (1.0 means a 100% yield; for example, 0.34 means a 34% yield). (1) The reactants are [NH2:1][C:2]1[CH:10]=[C:9]([O:11][CH3:12])[CH:8]=[C:7]([O:13][CH3:14])[C:3]=1[C:4]([NH2:6])=[O:5].[N:15]1([C:21]2[CH:28]=[CH:27][C:24]([CH:25]=O)=[CH:23][CH:22]=2)[CH2:20][CH2:19][O:18][CH2:17][CH2:16]1.S([O-])(O)=O.[Na+].C1(C)C=CC(S(O)(=O)=O)=CC=1. The catalyst is CN(C)C(=O)C.O. The product is [CH3:14][O:13][C:7]1[CH:8]=[C:9]([O:11][CH3:12])[CH:10]=[C:2]2[C:3]=1[C:4](=[O:5])[NH:6][C:25]([C:24]1[CH:23]=[CH:22][C:21]([N:15]3[CH2:20][CH2:19][O:18][CH2:17][CH2:16]3)=[CH:28][CH:27]=1)=[N:1]2. The yield is 0.390. (2) The reactants are [CH3:1][C:2]1[CH:18]=[C:17]([O:19][Si:20]([CH:27]([CH3:29])[CH3:28])([CH:24]([CH3:26])[CH3:25])[CH:21]([CH3:23])[CH3:22])[CH:16]=[C:15]([CH3:30])[C:3]=1[CH2:4][C:5]1[CH:10]=[CH:9][C:8]([O:11][CH2:12][O:13][CH3:14])=[CH:7][CH:6]=1.CN(CCN(C)C)C.[Li]CCCC.CN([CH:47]=[O:48])C. The catalyst is CCOCC. The product is [CH3:30][C:15]1[CH:16]=[C:17]([O:19][Si:20]([CH:27]([CH3:29])[CH3:28])([CH:21]([CH3:23])[CH3:22])[CH:24]([CH3:26])[CH3:25])[CH:18]=[C:2]([CH3:1])[C:3]=1[CH2:4][C:5]1[CH:10]=[CH:9][C:8]([O:11][CH2:12][O:13][CH3:14])=[C:7]([CH:6]=1)[CH:47]=[O:48]. The yield is 0.980. (3) The reactants are [CH2:1]([O:4][C:5]([NH:7][C:8]1[CH:13]=[CH:12][N:11]([C@H:14]2[C:18]([F:20])([F:19])[C@H:17]([O:21][C:22]([O:24][CH2:25][CH:26]=[CH2:27])=[O:23])[C@@H:16]([CH2:28][OH:29])[O:15]2)[C:10](=[O:30])[N:9]=1)=[O:6])[CH:2]=[CH2:3].[C:31]1([CH2:37][CH2:38][C:39](O)=[O:40])[CH:36]=[CH:35][CH:34]=[CH:33][CH:32]=1. The catalyst is CN(C)C1C=CN=CC=1.C(COC)OC. The product is [CH2:1]([O:4][C:5]([NH:7][C:8]1[CH:13]=[CH:12][N:11]([C@H:14]2[C:18]([F:19])([F:20])[C@H:17]([O:21][C:22]([O:24][CH2:25][CH:26]=[CH2:27])=[O:23])[C@@H:16]([CH2:28][O:29][C:39](=[O:40])[CH2:38][CH2:37][C:31]3[CH:36]=[CH:35][CH:34]=[CH:33][CH:32]=3)[O:15]2)[C:10](=[O:30])[N:9]=1)=[O:6])[CH:2]=[CH2:3]. The yield is 0.510. (4) The reactants are [OH-].[Na+].CO.C[O:6][C:7](=[O:23])[CH2:8][C:9]1[C:17]2[C:12](=[CH:13][C:14]([C:18]([F:21])([F:20])[F:19])=[CH:15][CH:16]=2)[NH:11][C:10]=1[CH3:22]. The catalyst is O. The product is [CH3:22][C:10]1[NH:11][C:12]2[C:17]([C:9]=1[CH2:8][C:7]([OH:23])=[O:6])=[CH:16][CH:15]=[C:14]([C:18]([F:20])([F:19])[F:21])[CH:13]=2. The yield is 0.0600.